Binary Classification. Given a drug SMILES string, predict its activity (active/inactive) in a high-throughput screening assay against a specified biological target. From a dataset of Choline transporter screen with 302,306 compounds. (1) The molecule is Clc1nc(Cl)cc(c1C(=O)NC(=O)NCCC(C)C)C. The result is 0 (inactive). (2) The drug is o1c(NC(=O)c2cc(c(cc2)C)C)nnc1c1occc1. The result is 0 (inactive). (3) The molecule is O=C(N1CCc2c1cccc2)Nc1ccc(cc1)C. The result is 0 (inactive). (4) The drug is S(=O)(=O)(N(CC(=O)N1CCN(CC1)CC)C)c1ccc(OC)cc1. The result is 0 (inactive).